Dataset: Reaction yield outcomes from USPTO patents with 853,638 reactions. Task: Predict the reaction yield, written as a fraction of the theoretical maximum amount of product (1.0 means a 100% yield; for example, 0.34 means a 34% yield). (1) The reactants are C([N:8]1[C:16]([CH3:18])([CH3:17])[C:15]2[C:10](=[CH:11][CH:12]=[CH:13][CH:14]=2)[C:9]1([CH3:20])[CH3:19])C1C=CC=CC=1. The catalyst is C(O)(=O)C.[Pd]. The product is [CH3:17][C:16]1([CH3:18])[C:15]2[C:10](=[CH:11][CH:12]=[CH:13][CH:14]=2)[C:9]([CH3:20])([CH3:19])[NH:8]1. The yield is 0.960. (2) The reactants are [CH:1]([C:3]1[S:7][C:6]([NH:8][C@@H:9]([CH:13]([CH3:15])[CH3:14])[C:10]([OH:12])=O)=[N:5][CH:4]=1)=[O:2].Cl.[NH2:17][CH2:18][C:19]([NH:21][C@H:22]([C:31]([NH2:33])=[O:32])[CH2:23][C:24]1[CH:29]=[CH:28][C:27]([OH:30])=[CH:26][CH:25]=1)=[O:20].C(Cl)CCl.ON1C2N=CC=CC=2N=N1.CN1CCOCC1.C(O)(C(F)(F)F)=O. The catalyst is CN(C=O)C. The product is [NH2:33][C:31](=[O:32])[C@@H:22]([NH:21][C:19](=[O:20])[CH2:18][NH:17][C:10](=[O:12])[CH:9]([NH:8][C:6]1[S:7][C:3]([CH:1]=[O:2])=[CH:4][N:5]=1)[CH:13]([CH3:15])[CH3:14])[CH2:23][C:24]1[CH:25]=[CH:26][C:27]([OH:30])=[CH:28][CH:29]=1. The yield is 0.410.